From a dataset of Catalyst prediction with 721,799 reactions and 888 catalyst types from USPTO. Predict which catalyst facilitates the given reaction. Reactant: [N:1]([CH2:4][C:5]1[CH:14]=[C:13]2[C:8]([C:9]([Cl:17])=[CH:10][C:11]([C:15]#[N:16])=[N:12]2)=[CH:7][CH:6]=1)=[N+:2]=[N-:3].[N+:18]([C:21]1[CH:38]=[CH:37][C:24]([C:25]([O:27][C@@:28]([C:33]([F:36])([F:35])[F:34])([CH2:31][CH3:32])[C:29]#[CH:30])=[O:26])=[CH:23][CH:22]=1)([O-:20])=[O:19].CCN(C(C)C)C(C)C. Product: [N+:18]([C:21]1[CH:22]=[CH:23][C:24]([C:25]([O:27][C@:28]([C:29]2[N:3]=[N:2][N:1]([CH2:4][C:5]3[CH:14]=[C:13]4[C:8]([C:9]([Cl:17])=[CH:10][C:11]([C:15]#[N:16])=[N:12]4)=[CH:7][CH:6]=3)[CH:30]=2)([CH2:31][CH3:32])[C:33]([F:34])([F:35])[F:36])=[O:26])=[CH:37][CH:38]=1)([O-:20])=[O:19]. The catalyst class is: 356.